From a dataset of Forward reaction prediction with 1.9M reactions from USPTO patents (1976-2016). Predict the product of the given reaction. (1) Given the reactants [NH2:1][C:2]1[CH:3]=[N:4][CH:5]=[N:6][CH:7]=1.C[Si]([N-][Si](C)(C)C)(C)C.[Na+].Cl[C:19]1[N:24]=[C:23]([N:25]2[CH2:30][CH2:29][O:28][CH2:27][CH2:26]2)[N:22]=[C:21]([N:31]2[C:35]3[CH:36]=[CH:37][CH:38]=[CH:39][C:34]=3[N:33]=[C:32]2[CH:40]([F:42])[F:41])[N:20]=1.C(O)(=O)C, predict the reaction product. The product is: [F:42][CH:40]([F:41])[C:32]1[N:31]([C:21]2[N:22]=[C:23]([N:25]3[CH2:26][CH2:27][O:28][CH2:29][CH2:30]3)[N:24]=[C:19]([NH:1][C:2]3[CH:3]=[N:4][CH:5]=[N:6][CH:7]=3)[N:20]=2)[C:35]2[CH:36]=[CH:37][CH:38]=[CH:39][C:34]=2[N:33]=1. (2) Given the reactants Cl.[C:2]([C:5]1[CH:10]([C:11]2[CH:16]=[C:15]([F:17])[C:14]([F:18])=[C:13]([F:19])[CH:12]=2)[N:9]([C:20]([O:22][C:23]2[CH:28]=[CH:27][C:26]([N+:29]([O-:31])=[O:30])=[CH:25][CH:24]=2)=[O:21])[C:8]([O:32]C)=[N:7][C:6]=1[CH3:34])(=[O:4])[CH3:3], predict the reaction product. The product is: [C:2]([C:5]1[CH:10]([C:11]2[CH:16]=[C:15]([F:17])[C:14]([F:18])=[C:13]([F:19])[CH:12]=2)[N:9]([C:20]([O:22][C:23]2[CH:28]=[CH:27][C:26]([N+:29]([O-:31])=[O:30])=[CH:25][CH:24]=2)=[O:21])[C:8](=[O:32])[NH:7][C:6]=1[CH3:34])(=[O:4])[CH3:3]. (3) Given the reactants [CH3:1][NH:2][CH2:3][CH2:4][C:5]#[C:6][C:7]1[CH:12]=[CH:11][CH:10]=[CH:9][N:8]=1.[CH3:13][C:14]1[CH:22]=[CH:21][CH:20]=[CH:19][C:15]=1[C:16](Cl)=[O:17], predict the reaction product. The product is: [CH3:1][N:2]([CH2:3][CH2:4][C:5]#[C:6][C:7]1[CH:12]=[CH:11][CH:10]=[CH:9][N:8]=1)[C:16](=[O:17])[C:15]1[CH:19]=[CH:20][CH:21]=[CH:22][C:14]=1[CH3:13]. (4) Given the reactants C(OC([NH:11][C@H:12]1[CH2:15][C@@H:14]([C:16]([N:18]2[CH2:23][CH2:22][CH:21]([C:24]([O:26][CH2:27][CH3:28])=[O:25])[CH2:20][CH2:19]2)=[O:17])[C:13]1([CH3:30])[CH3:29])=O)C1C=CC=CC=1, predict the reaction product. The product is: [NH2:11][C@H:12]1[CH2:15][C@@H:14]([C:16]([N:18]2[CH2:19][CH2:20][CH:21]([C:24]([O:26][CH2:27][CH3:28])=[O:25])[CH2:22][CH2:23]2)=[O:17])[C:13]1([CH3:29])[CH3:30]. (5) Given the reactants [CH3:1][C:2]([NH:11][C:12](=[O:18])[O:13][C:14]([CH3:17])([CH3:16])[CH3:15])([CH3:10])[CH2:3][CH:4]1[CH2:9][CH2:8][NH:7][CH2:6][CH2:5]1.C(N(CC)CC)C.[CH2:26]([O:33][C:34](ON1C(=O)CCC1=O)=[O:35])[C:27]1[CH:32]=[CH:31][CH:30]=[CH:29][CH:28]=1, predict the reaction product. The product is: [C:14]([O:13][C:12]([NH:11][C:2]([CH3:1])([CH3:10])[CH2:3][CH:4]1[CH2:5][CH2:6][N:7]([C:34]([O:33][CH2:26][C:27]2[CH:32]=[CH:31][CH:30]=[CH:29][CH:28]=2)=[O:35])[CH2:8][CH2:9]1)=[O:18])([CH3:17])([CH3:16])[CH3:15].